Dataset: Cav3 T-type calcium channel HTS with 100,875 compounds. Task: Binary Classification. Given a drug SMILES string, predict its activity (active/inactive) in a high-throughput screening assay against a specified biological target. (1) The result is 0 (inactive). The drug is s1c2CC(CCc2c2c1nc(SC)[nH]c2=O)C. (2) The compound is s1c2nc(cc(c2c(N)c1C#N)c1ccccc1)c1sccc1. The result is 0 (inactive). (3) The compound is S=C(NN1CCN(CC1)C)Nc1c(cccc1)C. The result is 0 (inactive).